This data is from HIV replication inhibition screening data with 41,000+ compounds from the AIDS Antiviral Screen. The task is: Binary Classification. Given a drug SMILES string, predict its activity (active/inactive) in a high-throughput screening assay against a specified biological target. (1) The drug is COc1cc(SSc2cc(OC)cc([N+](=O)[O-])c2N)c(N)c([N+](=O)[O-])c1. The result is 1 (active). (2) The compound is CC1CCC(=Cc2ccc(F)cc2)C2=C1C(c1ccc(F)cc1)NC(=S)N2. The result is 0 (inactive).